The task is: Predict the product of the given reaction.. This data is from Forward reaction prediction with 1.9M reactions from USPTO patents (1976-2016). (1) Given the reactants Br[C:2]1[C:3]([C:13]([O:15][CH3:16])=[O:14])=[N:4][O:5][C:6]=1[C:7]1[CH:12]=[CH:11][CH:10]=[CH:9][CH:8]=1.C([Sn](CCCC)(CCCC)[C:22]([O:24]CC)=[CH2:23])CCC.Cl.[F-].[K+], predict the reaction product. The product is: [C:22]([C:2]1[C:3]([C:13]([O:15][CH3:16])=[O:14])=[N:4][O:5][C:6]=1[C:7]1[CH:12]=[CH:11][CH:10]=[CH:9][CH:8]=1)(=[O:24])[CH3:23]. (2) Given the reactants [CH3:1][CH:2]1[NH:4][CH2:3]1.C(N(CC)CC)C.C(Cl)/C=C/[C:15]1[CH:20]=[CH:19][CH:18]=[CH:17][CH:16]=1.[OH2:22], predict the reaction product. The product is: [C:3]([NH2:4])(=[O:22])[CH:2]=[CH:1][C:15]1[CH:20]=[CH:19][CH:18]=[CH:17][CH:16]=1. (3) Given the reactants [CH:1]([C@:4]1([C:17]([N:19]2[CH2:24][CH2:23][N:22]([C:25]3[CH:30]=[C:29]([C:31]([F:34])([F:33])[F:32])[CH:28]=[CH:27][N:26]=3)[CH2:21][CH2:20]2)=[O:18])[CH2:8][CH2:7][C@@H:6]([NH:9]C(=O)OC(C)(C)C)[CH2:5]1)([CH3:3])[CH3:2].Cl, predict the reaction product. The product is: [CH:1]([C@:4]1([C:17]([N:19]2[CH2:20][CH2:21][N:22]([C:25]3[CH:30]=[C:29]([C:31]([F:34])([F:32])[F:33])[CH:28]=[CH:27][N:26]=3)[CH2:23][CH2:24]2)=[O:18])[CH2:8][CH2:7][C@@H:6]([NH2:9])[CH2:5]1)([CH3:3])[CH3:2]. (4) The product is: [Cl:24][CH2:25][C:4]1[CH:3]=[CH:2][C:1]([CH:7]2[CH2:8][CH2:9][N:10]([C:13](=[O:16])[CH2:14][CH3:15])[CH2:11][CH2:12]2)=[CH:6][CH:5]=1. Given the reactants [C:1]1([CH:7]2[CH2:12][CH2:11][N:10]([C:13](=[O:16])[CH2:14][CH3:15])[CH2:9][CH2:8]2)[CH:6]=[CH:5][CH:4]=[CH:3][CH:2]=1.C=O.Cl.S(Cl)(Cl)=O.[Cl:24][CH2:25]Cl, predict the reaction product. (5) Given the reactants [C:1]([O-])(=O)CC(CC([O-])=O)(C([O-])=O)O.[Cl:14][C:15]1[CH:16]=[C:17]([C:22]2([CH2:28][NH:29][C:30]([C:32]3[C:41]4[C:36](=[CH:37][CH:38]=[CH:39][CH:40]=4)[CH:35]=[C:34]([C:42]#[N:43])[C:33]=3[O:44][CH3:45])=[O:31])[CH2:27][CH2:26][NH:25][CH2:24][CH2:23]2)[CH:18]=[CH:19][C:20]=1[Cl:21].C=O, predict the reaction product. The product is: [CH3:1][N:25]1[CH2:24][CH2:23][C:22]([C:17]2[CH:18]=[CH:19][C:20]([Cl:21])=[C:15]([Cl:14])[CH:16]=2)([CH2:28][NH:29][C:30]([C:32]2[C:41]3[C:36](=[CH:37][CH:38]=[CH:39][CH:40]=3)[CH:35]=[C:34]([C:42]#[N:43])[C:33]=2[O:44][CH3:45])=[O:31])[CH2:27][CH2:26]1. (6) Given the reactants Cl.[NH2:2][CH2:3][C:4]([C:6]12[CH2:13][CH2:12][C:9]([C:14]3[CH:19]=[CH:18][C:17]([Br:20])=[CH:16][CH:15]=3)([CH2:10][CH2:11]1)[CH2:8][CH2:7]2)=[O:5].[C:21]([O:25][C:26]([NH:28][C@@H:29]([C:33]([CH3:36])([CH3:35])[CH3:34])[C:30](O)=[O:31])=[O:27])([CH3:24])([CH3:23])[CH3:22].CCN(C(C)C)C(C)C.CN(C(ON1N=NC2C=CC=NC1=2)=[N+](C)C)C.F[P-](F)(F)(F)(F)F, predict the reaction product. The product is: [Br:20][C:17]1[CH:16]=[CH:15][C:14]([C:9]23[CH2:10][CH2:11][C:6]([C:4](=[O:5])[CH2:3][NH:2][C:30](=[O:31])[C@@H:29]([NH:28][C:26](=[O:27])[O:25][C:21]([CH3:24])([CH3:23])[CH3:22])[C:33]([CH3:36])([CH3:35])[CH3:34])([CH2:7][CH2:8]2)[CH2:13][CH2:12]3)=[CH:19][CH:18]=1. (7) Given the reactants [Cl:1][C:2]1[CH:10]=[CH:9][CH:8]=[C:7]2[C:3]=1[C:4]([C:15]([OH:17])=O)=[CH:5][N:6]2[CH:11]1[CH2:14][O:13][CH2:12]1.Cl.[NH2:19][CH2:20][C:21]1([OH:31])[CH2:26][CH2:25][CH2:24][CH:23]([C:27]([F:30])([F:29])[F:28])[CH2:22]1.Cl.CN(C)CCCN=C=NCC.N1(O)C2C=CC=CC=2N=N1.C(N(C(C)C)C(C)C)C, predict the reaction product. The product is: [Cl:1][C:2]1[CH:10]=[CH:9][CH:8]=[C:7]2[C:3]=1[C:4]([C:15]([NH:19][CH2:20][C:21]1([OH:31])[CH2:26][CH2:25][CH2:24][CH:23]([C:27]([F:29])([F:30])[F:28])[CH2:22]1)=[O:17])=[CH:5][N:6]2[CH:11]1[CH2:12][O:13][CH2:14]1. (8) Given the reactants [O:1]1[CH:5]=[CH:4][CH:3]=[C:2]1[C:6]1[N:10]([CH3:11])[N:9]=[C:8]([CH2:12]P(=O)(OCC)OCC)[CH:7]=1.[Li+].C[Si]([N-][Si](C)(C)C)(C)C.[CH3:31][C:32]1[N:37]=[C:36]([N:38]2[CH2:43][CH2:42][C:41](=O)[CH2:40][CH2:39]2)[C:35]([N+:45]([O-:47])=[O:46])=[CH:34][CH:33]=1, predict the reaction product. The product is: [CH3:31][C:32]1[N:37]=[C:36]([N:38]2[CH2:43][CH2:42][C:41](=[CH:12][C:8]3[CH:7]=[C:6]([C:2]4[O:1][CH:5]=[CH:4][CH:3]=4)[N:10]([CH3:11])[N:9]=3)[CH2:40][CH2:39]2)[C:35]([N+:45]([O-:47])=[O:46])=[CH:34][CH:33]=1. (9) Given the reactants [CH3:1][C:2]1[CH:3]=[CH:4][C:5]([N:15]2[CH2:19][CH2:18][CH2:17][CH2:16]2)=[C:6]([CH2:8][N:9]2[CH2:14][CH2:13][NH:12][CH2:11][CH2:10]2)[CH:7]=1.[C:20](=O)([O:29]N1C(=O)CCC1=O)[O:21][N:22]1[C:26](=[O:27])[CH2:25][CH2:24][C:23]1=[O:28].C(N(CC)CC)C, predict the reaction product. The product is: [CH3:1][C:2]1[CH:3]=[CH:4][C:5]([N:15]2[CH2:19][CH2:18][CH2:17][CH2:16]2)=[C:6]([CH2:8][N:9]2[CH2:14][CH2:13][N:12]([C:20]([O:21][N:22]3[C:26](=[O:27])[CH2:25][CH2:24][C:23]3=[O:28])=[O:29])[CH2:11][CH2:10]2)[CH:7]=1.